From a dataset of Full USPTO retrosynthesis dataset with 1.9M reactions from patents (1976-2016). Predict the reactants needed to synthesize the given product. Given the product [CH:42]1([CH2:45][N:25]2[CH2:24][CH2:23][N:22]([C:19]3[N:18]=[CH:17][C:16]([NH:15]/[CH:14]=[C:5]4\[C:6](=[O:13])[NH:7][C:8](=[O:12])[C:9]5[C:4]\4=[CH:3][C:2]([I:1])=[CH:11][CH:10]=5)=[CH:21][CH:20]=3)[CH2:27][CH2:26]2)[CH2:44][CH2:43]1, predict the reactants needed to synthesize it. The reactants are: [I:1][C:2]1[CH:3]=[C:4]2[C:9](=[CH:10][CH:11]=1)[C:8](=[O:12])[NH:7][C:6](=[O:13])/[C:5]/2=[CH:14]\[NH:15][C:16]1[CH:17]=[N:18][C:19]([N:22]2[CH2:27][CH2:26][NH:25][CH2:24][CH2:23]2)=[CH:20][CH:21]=1.C(O[BH-](OC(=O)C)OC(=O)C)(=O)C.[Na+].[CH:42]1([CH:45]=O)[CH2:44][CH2:43]1.C(O)(=O)C.C(=O)(O)[O-].[Na+].